This data is from Forward reaction prediction with 1.9M reactions from USPTO patents (1976-2016). The task is: Predict the product of the given reaction. (1) Given the reactants Br[C:2]1[N:3]=[C:4]([NH:11][C:12]2[CH:13]=[N:14][N:15]([CH:17]([CH3:19])[CH3:18])[CH:16]=2)[C:5]2[N:6]([CH:8]=[CH:9][N:10]=2)[CH:7]=1.[NH:20]1[C:28]2[C:23](=[CH:24][CH:25]=[C:26](B(O)O)[CH:27]=2)[CH:22]=[N:21]1, predict the reaction product. The product is: [NH:20]1[C:28]2[C:23](=[CH:24][CH:25]=[C:26]([C:2]3[N:3]=[C:4]([NH:11][C:12]4[CH:13]=[N:14][N:15]([CH:17]([CH3:19])[CH3:18])[CH:16]=4)[C:5]4[N:6]([CH:8]=[CH:9][N:10]=4)[CH:7]=3)[CH:27]=2)[CH:22]=[N:21]1. (2) Given the reactants [CH3:1][C:2]([C:6]1[CH:12]=[CH:11][C:9]([NH2:10])=[CH:8][CH:7]=1)([CH3:5])[CH2:3][CH3:4].[C:13](OC(=O)C)(=[O:15])[CH3:14], predict the reaction product. The product is: [CH3:5][C:2]([C:6]1[CH:7]=[CH:8][C:9]([NH:10][C:13](=[O:15])[CH3:14])=[CH:11][CH:12]=1)([CH3:1])[CH2:3][CH3:4]. (3) Given the reactants Br[C:2]1[CH:3]=[CH:4][C:5]([N+:8]([O-:10])=[O:9])=[N:6][CH:7]=1.C([O-])([O-])=O.[K+].[K+].[NH:17]1[CH2:22][CH2:21][O:20][CH2:19][CH2:18]1, predict the reaction product. The product is: [N+:8]([C:5]1[N:6]=[CH:7][C:2]([N:17]2[CH2:22][CH2:21][O:20][CH2:19][CH2:18]2)=[CH:3][CH:4]=1)([O-:10])=[O:9]. (4) Given the reactants C([NH:5][C:6]([C:8]1[S:9][C:10]([C:15]2[CH:20]=[C:19]([C:21](=[O:26])[NH:22][CH:23]3[CH2:25][CH2:24]3)[CH:18]=[CH:17][C:16]=2[CH3:27])=[CH:11][C:12]=1[CH:13]=O)=[O:7])(C)(C)C.C(O)(=O)C.[NH2:32]N, predict the reaction product. The product is: [CH:23]1([NH:22][C:21](=[O:26])[C:19]2[CH:18]=[CH:17][C:16]([CH3:27])=[C:15]([C:10]3[S:9][C:8]4[C:6](=[O:7])[NH:5][N:32]=[CH:13][C:12]=4[CH:11]=3)[CH:20]=2)[CH2:25][CH2:24]1. (5) Given the reactants [CH3:1][C:2]1[NH:3][C:4]([CH3:24])=[C:5]([C:20]([O:22][CH3:23])=[O:21])[CH:6]([C@H:12]2[CH2:16][CH2:15][C@@H:14]([C:17](O)=[O:18])[CH2:13]2)[C:7]=1[C:8]([O:10][CH3:11])=[O:9].[CH:25]1([N:31]2[CH2:36][CH2:35][N:34]([CH2:37][CH2:38][CH2:39][NH2:40])[CH2:33][CH2:32]2)[CH2:30][CH2:29][CH2:28][CH2:27][CH2:26]1, predict the reaction product. The product is: [CH3:1][C:2]1[NH:3][C:4]([CH3:24])=[C:5]([C:20]([O:22][CH3:23])=[O:21])[CH:6]([C@H:12]2[CH2:16][CH2:15][C@@H:14]([C:17]([NH:40][CH2:39][CH2:38][CH2:37][N:34]3[CH2:33][CH2:32][N:31]([CH:25]4[CH2:30][CH2:29][CH2:28][CH2:27][CH2:26]4)[CH2:36][CH2:35]3)=[O:18])[CH2:13]2)[C:7]=1[C:8]([O:10][CH3:11])=[O:9].